This data is from Forward reaction prediction with 1.9M reactions from USPTO patents (1976-2016). The task is: Predict the product of the given reaction. Given the reactants [P:1]([O-:32])([O-:31])([O:3][CH2:4][N:5]1[CH:14]=[C:13]([C:15]2[CH:20]=[CH:19][C:18]([O:21][CH3:22])=[CH:17][CH:16]=2)[C:12](=[O:23])[C:11]2[C:6]1=[C:7]([O:27][CH2:28][CH2:29][CH3:30])[CH:8]=[C:9]1[CH2:26][CH2:25][CH2:24][C:10]1=2)=[O:2].[OH-].[Na+:34], predict the reaction product. The product is: [Na+:34].[Na+:34].[P:1]([O-:31])([O-:32])([O:3][CH2:4][N:5]1[CH:14]=[C:13]([C:15]2[CH:16]=[CH:17][C:18]([O:21][CH3:22])=[CH:19][CH:20]=2)[C:12](=[O:23])[C:11]2[C:6]1=[C:7]([O:27][CH2:28][CH2:29][CH3:30])[CH:8]=[C:9]1[CH2:26][CH2:25][CH2:24][C:10]1=2)=[O:2].